From a dataset of HIV replication inhibition screening data with 41,000+ compounds from the AIDS Antiviral Screen. Binary Classification. Given a drug SMILES string, predict its activity (active/inactive) in a high-throughput screening assay against a specified biological target. (1) The compound is CC12CCC3(OCCO3)C(OC(=O)c3ccccc3)=C1CCC21OCCO1. The result is 0 (inactive). (2) The compound is COc1cc(N(CCC#N)CCC#N)ccc1C=C1SC(=S)NC1=O. The result is 0 (inactive). (3) The molecule is Cn1c(=O)c2c3ccccc3n(C)c2n(C)c1=O. The result is 0 (inactive).